Predict the product of the given reaction. From a dataset of Forward reaction prediction with 1.9M reactions from USPTO patents (1976-2016). The product is: [CH2:13]([N:6]1[CH:5]([C:7]([O:9][CH3:10])=[O:8])[CH2:4][O:3][C:2]1=[O:1])[CH3:14]. Given the reactants [O:1]=[C:2]1[NH:6][CH:5]([C:7]([O:9][CH3:10])=[O:8])[CH2:4][O:3]1.[H-].[Na+].[CH2:13](I)[CH3:14], predict the reaction product.